Task: Predict the product of the given reaction.. Dataset: Forward reaction prediction with 1.9M reactions from USPTO patents (1976-2016) (1) Given the reactants [CH3:1][O:2][C:3]1[CH:17]=[C:16]([O:18][CH3:19])[CH:15]=[CH:14][C:4]=1[CH2:5][N:6]1[C:10](=[O:11])[CH2:9][NH:8][S:7]1(=[O:13])=[O:12].C1CCN2C(=NCCC2)CC1.[Br:31][CH2:32][C:33]1[CH:38]=[CH:37][C:36]([CH2:39]Br)=[CH:35][CH:34]=1, predict the reaction product. The product is: [Br:31][CH2:32][C:33]1[CH:38]=[CH:37][C:36]([CH2:39][N:8]2[S:7](=[O:13])(=[O:12])[N:6]([CH2:5][C:4]3[CH:14]=[CH:15][C:16]([O:18][CH3:19])=[CH:17][C:3]=3[O:2][CH3:1])[C:10](=[O:11])[CH2:9]2)=[CH:35][CH:34]=1. (2) Given the reactants [OH:1][CH2:2][C@@H:3]([C@@H:5]([C@@H:7]([CH2:9][CH2:10][CH2:11][CH2:12][CH2:13][CH2:14][CH2:15][CH2:16][CH2:17][CH2:18][CH2:19][CH2:20][CH2:21][CH3:22])O)O)[NH2:4].[F:23][C:24]([F:31])([F:30])[C:25](OCC)=[O:26].CCN(CC)CC, predict the reaction product. The product is: [F:23][C:24]([F:31])([F:30])[C:25]([NH:4][C@H:3]([CH2:5][CH2:7][CH2:9][CH2:10][CH2:11][CH2:12][CH2:13][CH2:14][CH2:15][CH2:16][CH2:17][CH2:18][CH2:19][CH2:20][CH2:21][CH3:22])[CH2:2][OH:1])=[O:26]. (3) Given the reactants [C:1]1([C:7]2[N:11]([C:12]3[CH:17]=[CH:16][CH:15]=[CH:14][C:13]=3[F:18])[N:10]=[N:9][C:8]=2[C:19]([OH:21])=O)[CH:6]=[CH:5][CH:4]=[CH:3][CH:2]=1.O[N:23]=[C:24]([C:26]1[CH:31]=[CH:30][CH:29]=[CH:28][CH:27]=1)[NH2:25], predict the reaction product. The product is: [F:18][C:13]1[CH:14]=[CH:15][CH:16]=[CH:17][C:12]=1[N:11]1[C:7]([C:1]2[CH:6]=[CH:5][CH:4]=[CH:3][CH:2]=2)=[C:8]([C:19]2[O:21][N:25]=[C:24]([C:26]3[CH:31]=[CH:30][CH:29]=[CH:28][CH:27]=3)[N:23]=2)[N:9]=[N:10]1. (4) Given the reactants [C:1]1([CH3:8])[C:6]([OH:7])=[CH:5][CH:4]=[CH:3][CH:2]=1.N(C(C)C)C(C)C.C1C(=O)N([Br:23])C(=O)C1.S(=O)(=O)(O)O, predict the reaction product. The product is: [Br:23][C:5]1[CH:4]=[CH:3][CH:2]=[C:1]([CH3:8])[C:6]=1[OH:7]. (5) Given the reactants C(N(CC)C(C)C)(C)C.[CH3:10][O:11][CH2:12]Cl.ClCCl.[F:17][C:18]1[CH:19]=[C:20]([CH:23]=[CH:24][C:25]=1[OH:26])[CH:21]=[O:22], predict the reaction product. The product is: [F:17][C:18]1[CH:19]=[C:20]([CH:23]=[CH:24][C:25]=1[O:26][CH2:10][O:11][CH3:12])[CH:21]=[O:22]. (6) Given the reactants [Cl-].[Al+3].[Cl-].[Cl-].C(S)CCCCCCCCCCC.[Br:18][C:19]1[CH:29]=[CH:28][C:27]([O:30]C)=[CH:26][C:20]=1[C:21]([O:23][CH2:24][CH3:25])=[O:22].O, predict the reaction product. The product is: [Br:18][C:19]1[CH:29]=[CH:28][C:27]([OH:30])=[CH:26][C:20]=1[C:21]([O:23][CH2:24][CH3:25])=[O:22].